From a dataset of Full USPTO retrosynthesis dataset with 1.9M reactions from patents (1976-2016). Predict the reactants needed to synthesize the given product. (1) Given the product [CH3:3][C:4]1[C:9]([CH2:10][O:11][C:12]2[CH:20]=[CH:19][C:18]3[C@@H:17]4[C@@H:21]([C:22]([OH:24])=[O:23])[C@@H:16]4[CH2:15][C:14]=3[CH:13]=2)=[CH:8][CH:7]=[CH:6][C:5]=1[C:27]1[C:32]([CH3:33])=[CH:31][CH:30]=[CH:29][C:28]=1[CH3:34], predict the reactants needed to synthesize it. The reactants are: [OH-].[Na+].[CH3:3][C:4]1[C:9]([CH2:10][O:11][C:12]2[CH:20]=[CH:19][C:18]3[C@@H:17]4[C@@H:21]([C:22]([O:24]CC)=[O:23])[C@@H:16]4[CH2:15][C:14]=3[CH:13]=2)=[CH:8][CH:7]=[CH:6][C:5]=1[C:27]1[C:32]([CH3:33])=[CH:31][CH:30]=[CH:29][C:28]=1[CH3:34].O.Cl. (2) Given the product [C:1]([NH:4][C@H:5]([CH2:10][O:11][CH2:12][C:13]#[CH:14])[C:6]([OH:8])=[O:7])(=[O:3])[CH3:2], predict the reactants needed to synthesize it. The reactants are: [C:1]([NH:4][C@H:5]([CH2:10][O:11][CH2:12][C:13]#[CH:14])[C:6]([O:8]C)=[O:7])(=[O:3])[CH3:2].[Li+].[OH-]. (3) Given the product [Br:1][C:2]1[CH:7]=[CH:6][C:5]([CH:8]2[CH2:20][C:19](=[O:18])[C:9]2([Cl:15])[Cl:12])=[C:4]([O:10][CH3:11])[CH:3]=1, predict the reactants needed to synthesize it. The reactants are: [Br:1][C:2]1[CH:7]=[CH:6][C:5]([CH:8]=[CH2:9])=[C:4]([O:10][CH3:11])[CH:3]=1.[Cl-:12].P(Cl)(Cl)([Cl:15])=O.[O:18]1CC[CH2:20][CH2:19]1. (4) Given the product [C:1]1([S:7]([N:10]2[C:14]3=[N:15][CH:16]=[CH:17][CH:18]=[C:13]3[CH:12]=[C:11]2[C:19](=[O:26])[CH2:20][CH:21]2[CH2:25][CH2:24][CH2:23][O:22]2)(=[O:9])=[O:8])[CH:2]=[CH:3][CH:4]=[CH:5][CH:6]=1, predict the reactants needed to synthesize it. The reactants are: [C:1]1([S:7]([N:10]2[C:14]3=[N:15][CH:16]=[CH:17][CH:18]=[C:13]3[CH:12]=[C:11]2[CH:19]([OH:26])[CH2:20][CH:21]2[CH2:25][CH2:24][CH2:23][O:22]2)(=[O:9])=[O:8])[CH:6]=[CH:5][CH:4]=[CH:3][CH:2]=1.CC(OI1(OC(C)=O)(OC(C)=O)OC(=O)C2C=CC=CC1=2)=O. (5) Given the product [CH2:33]([N:40]([CH3:41])[C:20]([C@@H:10]1[CH2:9][C:8](=[CH:1][C:2]2[CH:3]=[CH:4][CH:5]=[CH:6][CH:7]=2)[CH2:12][N:11]1[C:13]([NH:23][C:26]1[CH:31]=[CH:30][CH:29]=[C:28]([CH3:32])[CH:27]=1)=[O:15])=[O:22])[C:34]1[CH:39]=[CH:38][CH:37]=[CH:36][CH:35]=1, predict the reactants needed to synthesize it. The reactants are: [CH:1](=[C:8]1[CH2:12][N:11]([C:13]([O:15]C(C)(C)C)=O)[C@H:10]([C:20]([OH:22])=O)[CH2:9]1)[C:2]1[CH:7]=[CH:6][CH:5]=[CH:4][CH:3]=1.[N:23]([C:26]1[CH:31]=[CH:30][CH:29]=[C:28]([CH3:32])[CH:27]=1)=C=O.[CH2:33]([NH:40][CH3:41])[C:34]1[CH:39]=[CH:38][CH:37]=[CH:36][CH:35]=1. (6) Given the product [CH3:1][O:2][C:3]1[N:8]=[CH:7][C:6]([NH:9][C:10]2[C:15]([C:16]3[N:17]=[C:18]([CH3:25])[N:19]=[C:20]([NH2:27])[CH:21]=3)=[N:14][CH:13]=[CH:12][N:11]=2)=[CH:5][CH:4]=1, predict the reactants needed to synthesize it. The reactants are: [CH3:1][O:2][C:3]1[N:8]=[CH:7][C:6]([NH:9][C:10]2[C:15]([C:16]3[CH:21]=[C:20](S(C)=O)[N:19]=[C:18]([CH3:25])[N:17]=3)=[N:14][CH:13]=[CH:12][N:11]=2)=[CH:5][CH:4]=1.[OH-].[NH4+:27]. (7) Given the product [C:17]([O:21][C:22](=[O:33])[NH:23][C@H:24]1[CH2:25][CH2:26][C@H:27]([CH2:30][CH2:31][N:12]2[CH2:13][CH2:14][CH:9]([C:7](=[O:8])[C:6]3[CH:5]=[CH:4][C:3]([F:2])=[CH:16][CH:15]=3)[CH2:10][CH2:11]2)[CH2:28][CH2:29]1)([CH3:20])([CH3:19])[CH3:18], predict the reactants needed to synthesize it. The reactants are: Cl.[F:2][C:3]1[CH:16]=[CH:15][C:6]([C:7]([CH:9]2[CH2:14][CH2:13][NH:12][CH2:11][CH2:10]2)=[O:8])=[CH:5][CH:4]=1.[C:17]([O:21][C:22](=[O:33])[NH:23][C@H:24]1[CH2:29][CH2:28][C@H:27]([CH2:30][CH:31]=O)[CH2:26][CH2:25]1)([CH3:20])([CH3:19])[CH3:18].C(O[BH-](OC(=O)C)OC(=O)C)(=O)C.[Na+].